Dataset: Full USPTO retrosynthesis dataset with 1.9M reactions from patents (1976-2016). Task: Predict the reactants needed to synthesize the given product. Given the product [CH3:1][S:2]([C:5]1[C:6]([C:15]([Cl:20])=[O:17])=[N:7][CH:8]=[C:9]([C:11]([F:14])([F:13])[F:12])[CH:10]=1)(=[O:4])=[O:3], predict the reactants needed to synthesize it. The reactants are: [CH3:1][S:2]([C:5]1[C:6]([C:15]([OH:17])=O)=[N:7][CH:8]=[C:9]([C:11]([F:14])([F:13])[F:12])[CH:10]=1)(=[O:4])=[O:3].O=S(Cl)[Cl:20].